From a dataset of Reaction yield outcomes from USPTO patents with 853,638 reactions. Predict the reaction yield, written as a fraction of the theoretical maximum amount of product (1.0 means a 100% yield; for example, 0.34 means a 34% yield). (1) The reactants are [N:1]([C:4]1[CH:9]=[CH:8][C:7]([F:10])=[CH:6][C:5]=1Br)=[N+:2]=[N-:3].[O:12]1[CH2:17][CH2:16][CH2:15][CH2:14][CH:13]1[N:18]1[C:22](B2OC(C)(C)C(C)(C)O2)=[CH:21][CH:20]=[N:19]1.C([O-])([O-])=O.[Na+].[Na+].COCCOC. The catalyst is C1C=CC([P]([Pd]([P](C2C=CC=CC=2)(C2C=CC=CC=2)C2C=CC=CC=2)([P](C2C=CC=CC=2)(C2C=CC=CC=2)C2C=CC=CC=2)[P](C2C=CC=CC=2)(C2C=CC=CC=2)C2C=CC=CC=2)(C2C=CC=CC=2)C2C=CC=CC=2)=CC=1.O. The product is [N:1]([C:4]1[CH:9]=[CH:8][C:7]([F:10])=[CH:6][C:5]=1[C:22]1[N:18]([CH:13]2[CH2:14][CH2:15][CH2:16][CH2:17][O:12]2)[N:19]=[CH:20][CH:21]=1)=[N+:2]=[N-:3]. The yield is 0.606. (2) The reactants are [I-].[C:2]([O:6][C:7]([C:9]1[CH:14]=[CH:13][C:12]([C:15]2[CH:20]=[CH:19][N+:18]([CH3:21])=[CH:17][CH:16]=2)=[CH:11][C:10]=1[N+:22]([O-])=O)=[O:8])([CH3:5])([CH3:4])[CH3:3].[H][H]. The catalyst is CO. The product is [NH2:22][C:10]1[CH:11]=[C:12]([CH:15]2[CH2:16][CH2:17][N:18]([CH3:21])[CH2:19][CH2:20]2)[CH:13]=[CH:14][C:9]=1[C:7]([O:6][C:2]([CH3:3])([CH3:4])[CH3:5])=[O:8]. The yield is 0.980. (3) The reactants are [CH3:1][CH:2]1[CH:6]([C:7]2[N:11]3[C:12]4[CH:18]=[CH:17][N:16]([CH2:19][O:20][CH2:21][CH2:22][Si:23]([CH3:26])([CH3:25])[CH3:24])[C:13]=4[N:14]=[CH:15][C:10]3=[N:9][CH:8]=2)[CH2:5][CH:4]([NH2:27])[CH2:3]1.CCN(C(C)C)C(C)C.[CH:37]1([S:40](Cl)(=[O:42])=[O:41])[CH2:39][CH2:38]1.CO. The catalyst is C(Cl)Cl. The product is [CH3:1][CH:2]1[CH:6]([C:7]2[N:11]3[C:12]4[CH:18]=[CH:17][N:16]([CH2:19][O:20][CH2:21][CH2:22][Si:23]([CH3:26])([CH3:25])[CH3:24])[C:13]=4[N:14]=[CH:15][C:10]3=[N:9][CH:8]=2)[CH2:5][CH:4]([NH:27][S:40]([CH:37]2[CH2:39][CH2:38]2)(=[O:42])=[O:41])[CH2:3]1. The yield is 0.520. (4) The reactants are C[O:2][C:3]1[CH:8]=[CH:7][C:6]([NH:9][C:10]2[CH:11]=[CH:12][CH:13]=[C:14]3[C:19]=2[CH:18]=[C:17]([C:20]([O:22][CH3:23])=[O:21])[CH:16]=[CH:15]3)=[CH:5][CH:4]=1.B(Br)(Br)Br. The catalyst is ClCCl. The product is [OH:2][C:3]1[CH:4]=[CH:5][C:6]([NH:9][C:10]2[CH:11]=[CH:12][CH:13]=[C:14]3[C:19]=2[CH:18]=[C:17]([C:20]([O:22][CH3:23])=[O:21])[CH:16]=[CH:15]3)=[CH:7][CH:8]=1. The yield is 0.680. (5) The reactants are [CH2:1]([C:9]1[CH:19]=[CH:18][C:12]([CH2:13][NH:14][CH2:15][C:16]#[N:17])=[CH:11][CH:10]=1)[CH2:2][CH2:3][CH2:4][CH2:5][CH2:6][CH2:7][CH3:8].[Si]([N:24]=[N+:25]=[N-:26])(C)(C)C.CCCC[N+](CCCC)(CCCC)CCCC.[F-].C1COCC1. The catalyst is CO. The product is [NH:17]1[C:16]([CH2:15][NH:14][CH2:13][C:12]2[CH:18]=[CH:19][C:9]([CH2:1][CH2:2][CH2:3][CH2:4][CH2:5][CH2:6][CH2:7][CH3:8])=[CH:10][CH:11]=2)=[N:26][N:25]=[N:24]1. The yield is 0.840. (6) The yield is 1.00. The catalyst is O1CCCC1.ClCCl.C(O)C. The product is [CH2:29]1[C:38]2[C:33](=[CH:34][CH:35]=[CH:36][CH:37]=2)[CH2:32][CH2:31][N:30]1[C:39]1[CH:40]=[CH:41][C:42]([CH2:43][NH:44][C:24]([C:20]2[N:21]([CH3:23])[CH:22]=[C:18]([NH:17][C:15]([C:10]3[C:9]([C:6]4[CH:7]=[CH:8][C:3]([C:2]([F:1])([F:28])[F:27])=[CH:4][CH:5]=4)=[CH:14][CH:13]=[CH:12][CH:11]=3)=[O:16])[CH:19]=2)=[O:26])=[CH:45][CH:46]=1. The reactants are [F:1][C:2]([F:28])([F:27])[C:3]1[CH:8]=[CH:7][C:6]([C:9]2[C:10]([C:15]([NH:17][C:18]3[CH:19]=[C:20]([C:24]([OH:26])=O)[N:21]([CH3:23])[CH:22]=3)=[O:16])=[CH:11][CH:12]=[CH:13][CH:14]=2)=[CH:5][CH:4]=1.[CH2:29]1[C:38]2[C:33](=[CH:34][CH:35]=[CH:36][CH:37]=2)[CH2:32][CH2:31][N:30]1[C:39]1[CH:46]=[CH:45][C:42]([CH2:43][NH2:44])=[CH:41][CH:40]=1.CN(C(ON1N=NC2C=CC=CC1=2)=[N+](C)C)C.[B-](F)(F)(F)F.C(N(CC)CC)C. (7) The reactants are [F:1][C:2]1[CH:3]=[C:4](C(=O)C)[CH:5]=[CH:6][C:7]=1[O:8][CH3:9].ClC1C=CC=C(C(OO)=[O:21])C=1.O[Li].O.O. The catalyst is C(Cl)Cl.CO. The product is [F:1][C:2]1[CH:3]=[C:4]([OH:21])[CH:5]=[CH:6][C:7]=1[O:8][CH3:9]. The yield is 0.720.